Predict the product of the given reaction. From a dataset of Forward reaction prediction with 1.9M reactions from USPTO patents (1976-2016). (1) Given the reactants Cl.[C:2]([C:4]1[CH:12]=[CH:11][C:7]([CH2:8][O:9][NH2:10])=[C:6]([O:13][CH2:14][CH3:15])[CH:5]=1)#[N:3].[CH3:16][OH:17].C=O, predict the reaction product. The product is: [C:2]([C:4]1[CH:12]=[CH:11][C:7]([CH2:8][O:9][NH2:10])=[C:6]([O:13][CH2:14][CH3:15])[CH:5]=1)#[N:3].[CH2:16]=[O:17]. (2) Given the reactants [C:1]([C:5]1[CH:10]=[C:9]([CH:11](O[Si](C)(C)C)[CH2:12][CH2:13][C:14]2[CH:19]=[CH:18][CH:17]=[CH:16][CH:15]=2)[CH:8]=[C:7]([C:25]([CH3:28])([CH3:27])[CH3:26])[C:6]=1[OH:29])([CH3:4])([CH3:3])[CH3:2].[NH:30]1[CH2:35][CH2:34][O:33][CH2:32][CH2:31]1, predict the reaction product. The product is: [C:25]([C:7]1[CH:8]=[C:9]([CH:11]([N:30]2[CH2:35][CH2:34][O:33][CH2:32][CH2:31]2)[CH2:12][CH2:13][C:14]2[CH:15]=[CH:16][CH:17]=[CH:18][CH:19]=2)[CH:10]=[C:5]([C:1]([CH3:2])([CH3:3])[CH3:4])[C:6]=1[OH:29])([CH3:26])([CH3:27])[CH3:28]. (3) Given the reactants [N:1]1([CH2:6][CH2:7][C:8]([NH:10][C:11]2[CH:24]=[CH:23][C:22]3[NH:21][C:20]4[C:15](=[CH:16][CH:17]=[C:18]([NH:25][C:26](=[O:34])[CH2:27][CH2:28][N:29]5[CH2:33][CH2:32][CH2:31][CH2:30]5)[CH:19]=4)[C:14](=O)[C:13]=3[CH:12]=2)=[O:9])[CH2:5][CH2:4][CH2:3][CH2:2]1.P(Cl)(Cl)(Cl)(Cl)[Cl:37].P(Cl)(Cl)(Cl)=O.N, predict the reaction product. The product is: [Cl:37][C:14]1[C:15]2[C:20]([N:21]=[C:22]3[C:13]=1[CH:12]=[C:11]([NH:10][C:8](=[O:9])[CH2:7][CH2:6][N:1]1[CH2:5][CH2:4][CH2:3][CH2:2]1)[CH:24]=[CH:23]3)=[CH:19][C:18]([NH:25][C:26](=[O:34])[CH2:27][CH2:28][N:29]1[CH2:33][CH2:32][CH2:31][CH2:30]1)=[CH:17][CH:16]=2. (4) The product is: [C:1]([O:5][C:6]([N:8]1[CH2:13][CH2:12][N:11]2[C:14]([CH:18]3[CH2:20][CH2:19]3)=[N:15][CH:16]=[C:10]2[CH:9]1[CH2:21][CH2:22][C:23]1[CH:28]=[CH:27][C:26]([F:29])=[C:25]([C:30]([F:31])([F:32])[F:33])[CH:24]=1)=[O:7])([CH3:4])([CH3:2])[CH3:3]. Given the reactants [C:1]([O:5][C:6]([N:8]1[CH2:13][CH2:12][N:11]2[C:14]([CH:18]3[CH2:20][CH2:19]3)=[N:15][C:16](I)=[C:10]2[CH:9]1[CH2:21][CH2:22][C:23]1[CH:28]=[CH:27][C:26]([F:29])=[C:25]([C:30]([F:33])([F:32])[F:31])[CH:24]=1)=[O:7])([CH3:4])([CH3:3])[CH3:2].C([O-])([O-])=O.[K+].[K+].O, predict the reaction product. (5) Given the reactants [CH3:1][O:2][C:3]1[CH:8]=[CH:7][C:6]([CH2:9][O:10][CH:11]2[CH2:15][CH:14]([N:16]([CH2:20][CH:21]=[CH2:22])[CH2:17][CH:18]=[CH2:19])[CH:13]([NH2:23])[CH2:12]2)=[CH:5][CH:4]=1.C(=O)([O-])[O-].[Na+].[Na+].[C:30](O[C:30]([O:32][C:33]([CH3:36])([CH3:35])[CH3:34])=[O:31])([O:32][C:33]([CH3:36])([CH3:35])[CH3:34])=[O:31], predict the reaction product. The product is: [CH2:17]([N:16]([CH2:20][CH:21]=[CH2:22])[CH:14]1[CH2:15][CH:11]([O:10][CH2:9][C:6]2[CH:7]=[CH:8][C:3]([O:2][CH3:1])=[CH:4][CH:5]=2)[CH2:12][CH:13]1[NH:23][C:30](=[O:31])[O:32][C:33]([CH3:36])([CH3:35])[CH3:34])[CH:18]=[CH2:19]. (6) Given the reactants C(O[C:5](=[O:7])[CH3:6])(=O)C.[NH2:8][CH:9]1[CH2:14][CH2:13][N:12]([CH2:15][C:16]2[CH:17]=[CH:18][N:19]3[C:24]=2[C:23]([NH:25][C:26]2[CH:27]=[C:28]4[C:32](=[CH:33][CH:34]=2)[N:31]([CH2:35][C:36]2[CH:41]=[CH:40][CH:39]=[C:38]([F:42])[CH:37]=2)[N:30]=[CH:29]4)=[N:22][CH:21]=[N:20]3)[CH2:11][CH2:10]1.C([O-])([O-])=O.[K+].[K+], predict the reaction product. The product is: [F:42][C:38]1[CH:37]=[C:36]([CH:41]=[CH:40][CH:39]=1)[CH2:35][N:31]1[C:32]2[C:28](=[CH:27][C:26]([NH:25][C:23]3[C:24]4=[C:16]([CH2:15][N:12]5[CH2:11][CH2:10][CH:9]([NH:8][C:5](=[O:7])[CH3:6])[CH2:14][CH2:13]5)[CH:17]=[CH:18][N:19]4[N:20]=[CH:21][N:22]=3)=[CH:34][CH:33]=2)[CH:29]=[N:30]1. (7) Given the reactants ClC1C=CC([CH2:6][N:7]2[C:16](=[O:17])[C:15]3[C:10](=[CH:11][CH:12]=[CH:13][CH:14]=3)[C:9]([C:18]3[C:26]4[C:21](=[CH:22][CH:23]=[C:24]([F:27])[CH:25]=4)[N:20]([CH2:28][C:29]([OH:31])=[O:30])[C:19]=3[CH3:32])=[N:8]2)=CC=1F.[CH3:36][C:37]([O:41][C:42]1[CH:47]=[CH:46][CH:45]=[CH:44][CH:43]=1)(C)[CH2:38]O.C1(P(C2C=CC=CC=2)C2C=CC=CC=2)C=CC=CC=1.N(C(OC(C)C)=O)=NC(OC(C)C)=O.C(O)(C(F)(F)F)=O, predict the reaction product. The product is: [F:27][C:24]1[CH:25]=[C:26]2[C:21](=[CH:22][CH:23]=1)[N:20]([CH2:28][C:29]([OH:31])=[O:30])[C:19]([CH3:32])=[C:18]2[C:9]1[C:10]2[C:15](=[CH:14][CH:13]=[CH:12][CH:11]=2)[C:16](=[O:17])[N:7]([CH2:6][C:37]([CH3:38])([O:41][C:42]2[CH:47]=[CH:46][CH:45]=[CH:44][CH:43]=2)[CH3:36])[N:8]=1. (8) Given the reactants [Cl:1][C:2]1[CH:10]=[C:9]([Cl:11])[CH:8]=[C:7]([Cl:12])[C:3]=1[C:4]([OH:6])=O.C(Cl)CCl.ON1C2C=CC=CC=2N=N1.[C:27]1([C:33]2[N:37]3[CH2:38][CH2:39][NH:40][CH2:41][C:36]3=[N:35][CH:34]=2)[CH:32]=[CH:31][CH:30]=[CH:29][CH:28]=1.C(N(C(C)C)CC)(C)C.Cl, predict the reaction product. The product is: [ClH:1].[C:27]1([C:33]2[N:37]3[CH2:38][CH2:39][N:40]([C:4]([C:3]4[C:7]([Cl:12])=[CH:8][C:9]([Cl:11])=[CH:10][C:2]=4[Cl:1])=[O:6])[CH2:41][C:36]3=[N:35][CH:34]=2)[CH:28]=[CH:29][CH:30]=[CH:31][CH:32]=1.